This data is from Full USPTO retrosynthesis dataset with 1.9M reactions from patents (1976-2016). The task is: Predict the reactants needed to synthesize the given product. (1) Given the product [NH2:1][C:2]1([CH2:6][NH:7][C:8]2[C:17]3[C:12](=[CH:13][CH:14]=[CH:15][CH:16]=3)[N:11]=[C:10]([N:22]3[CH2:23][C:24]4[CH:29]=[CH:28][CH:27]=[CH:26][C:25]=4[S:19][CH2:20][CH2:21]3)[N:9]=2)[CH2:5][O:4][CH2:3]1, predict the reactants needed to synthesize it. The reactants are: [NH2:1][C:2]1([CH2:6][NH:7][C:8]2[C:17]3[C:12](=[CH:13][CH:14]=[CH:15][CH:16]=3)[N:11]=[C:10](Cl)[N:9]=2)[CH2:5][O:4][CH2:3]1.[S:19]1[C:25]2[CH:26]=[CH:27][CH:28]=[CH:29][C:24]=2[CH2:23][NH:22][CH2:21][CH2:20]1.C(N(CC)CC)C.O. (2) Given the product [F:22][C:19]1[CH:18]=[CH:17][C:16]([C:10]2[C:9]3[C:13](=[CH:14][CH:15]=[C:7]([C:5]4[NH:6][C:23]([C:24]5[CH:29]=[CH:28][CH:27]=[CH:26][CH:25]=5)=[N:31][N:32]=4)[CH:8]=3)[NH:12][N:11]=2)=[CH:21][CH:20]=1, predict the reactants needed to synthesize it. The reactants are: Cl.C(O[C:5]([C:7]1[CH:8]=[C:9]2[C:13](=[CH:14][CH:15]=1)[NH:12][N:11]=[C:10]2[C:16]1[CH:21]=[CH:20][C:19]([F:22])=[CH:18][CH:17]=1)=[NH:6])C.[C:23]([NH:31][NH2:32])(=O)[C:24]1[CH:29]=[CH:28][CH:27]=[CH:26][CH:25]=1. (3) Given the product [CH2:1]([C@H:8]1[CH2:12][O:11][C:10](=[O:13])[N:9]1[C:14](=[O:15])[C@H:16]([CH2:21][CH2:22][CH:23]1[CH2:28][CH2:27][CH2:26][CH2:25][CH2:24]1)[CH2:17][C:18]([N:53]1[CH2:58][CH2:57][O:56][CH2:55][CH2:54]1)=[O:19])[C:2]1[CH:3]=[CH:4][CH:5]=[CH:6][CH:7]=1, predict the reactants needed to synthesize it. The reactants are: [CH2:1]([C@H:8]1[CH2:12][O:11][C:10](=[O:13])[N:9]1[C:14]([C@H:16]([CH2:21][CH2:22][CH:23]1[CH2:28][CH2:27][CH2:26][CH2:25][CH2:24]1)[CH2:17][C:18](O)=[O:19])=[O:15])[C:2]1[CH:7]=[CH:6][CH:5]=[CH:4][CH:3]=1.CN(C(ON1N=NC2C=CC=NC1=2)=[N+](C)C)C.F[P-](F)(F)(F)(F)F.[NH:53]1[CH2:58][CH2:57][O:56][CH2:55][CH2:54]1.CCN(C(C)C)C(C)C.